This data is from B-cell epitopes from IEDB database with 3,159 antigens for binding position prediction. The task is: Token-level Classification. Given an antigen amino acid sequence, predict which amino acid positions are active epitope sites capable of antibody binding. Output is a list of indices for active positions. (1) Given the antigen sequence: MQWSSERGERLLTPGACSSEVPSAVPSRSGGSPGHTVFSSERSLLVRPRSHPEPKGEHYVTGSPTPENQRTSAAMSKPHSEAGTAFIQTQQLHAAMADTFLEHMCRLDIDSPPITARNTGIICTIGPASRSVETLKEMIKSGMNVARLNFSHGTHEYHAETIKNVRTATESFASDPILYRPVAVALDTKGPEIRTGLIKGSGTAEVELKKGATLKITLDNAYMEKCDENILWLDYKNICKVVEVGSKIYVDDGLISLQVKQKGADFLVTEVENGGSLGSKKGVNLPGAAVDLPAVSEKDIQDLKFGVEQDVDMVFASFIRKASDVHEVRKVLGEKGKNIKIISKIENHEGVRRFDEILEASDGIMVARGDLGIEIPAEKVFLAQKMMIGRCNRAGKPVICATQMLESMIKKPRPTRAEGSDVANAVLDGADCIMLSGETAKGDYPLEAVRMQHLIAREAEAAMFHRKLFEELVRASSHSTDLMEAMAMGSVEASYKCLAA..., which amino acid positions are active epitope sites? The epitope positions are: [129, 130, 131, 132, 133, 134, 135, 136, 137, 138, 139, 140, 141, 142, 143]. The amino acids at these positions are: RSVETLKEMIKSGMN. (2) Given the antigen sequence: MARKKFSGLEISLIVLFVIVTIIAIALIVVLATKTPAVDEISDSTSTPATTRVTTNPSDSGKCPNVLNDPVNVRINCIPEQFPTEGICAQRGCCWRPWNDSLIPWCFFVDNHGYNVQDMTTTSIGVEAKLNRIPSPTLFGNDINSVLFTTQNQTPNRFRFKITDPNNRRYEVPHQYVKEFTGPTVSDTLYDVKVAQNPFSIQVIRKSNGKTLFDTSIGPLVYSDQYLQISARLPSDYIYGIGEQVHKRFRHDLSWKTWPIFTRDQLPGDNNNNLYGHQTFFMCIEDTSGKSFGVFLMNSNAMEIFIQPTPIVTYRVTGGILDFYILLGDTPEQVVQQYQQLVGLPAMPAYWNLGFQLSRWNYKSLDVVKEVVRRNREAGIPFDTQVTDIDYMEDKKDFTYDQVAFNGLPQFVQDLHDHGQKYVIILDPAISIGRRANGTTYATYERGNTQHVWINESDGSTPIIGEVWPGLTVYPDFTNPNCIDWWANECSIFHQEVQYD..., which amino acid positions are active epitope sites? The epitope positions are: [1282, 1283, 1284, 1285, 1286, 1287, 1288, 1289, 1290, 1291, 1292, 1293, 1294, 1295, 1296]. The amino acids at these positions are: DKIRGEGMRYIIILD.